From a dataset of Full USPTO retrosynthesis dataset with 1.9M reactions from patents (1976-2016). Predict the reactants needed to synthesize the given product. (1) Given the product [Cl:22][C:23]1[N:28]=[CH:27][C:26]([CH2:29][N:30]([C:31]2[CH:36]=[CH:35][C:34]([F:37])=[CH:33][CH:32]=2)[C:6]([CH:2]2[CH2:3][CH2:4][CH2:5][O:1]2)=[O:8])=[CH:25][CH:24]=1, predict the reactants needed to synthesize it. The reactants are: [O:1]1[CH2:5][CH2:4][CH2:3][CH:2]1[C:6]([OH:8])=O.C(Cl)(=O)C(Cl)=O.C(N(CC)CC)C.[Cl:22][C:23]1[N:28]=[CH:27][C:26]([CH2:29][NH:30][C:31]2[CH:36]=[CH:35][C:34]([F:37])=[CH:33][CH:32]=2)=[CH:25][CH:24]=1. (2) Given the product [F:11][C:12]([F:23])([F:24])[O:13][C:14]1[CH:15]=[C:16]([C:2]2[CH:10]=[CH:9][CH:8]=[C:7]3[C:3]=2[CH:4]=[CH:5][NH:6]3)[CH:17]=[CH:18][CH:19]=1, predict the reactants needed to synthesize it. The reactants are: Br[C:2]1[CH:10]=[CH:9][CH:8]=[C:7]2[C:3]=1[CH:4]=[CH:5][NH:6]2.[F:11][C:12]([F:24])([F:23])[O:13][C:14]1[CH:19]=[CH:18][C:17](B(O)O)=[CH:16][CH:15]=1.[OH-].[Na+]. (3) Given the product [C:1]([NH:5][S:6]([C:9]1[CH:10]=[N:11][N:12]2[C:17]([NH:18][C:19]3[CH:24]=[C:23]([Cl:25])[CH:22]=[CH:21][C:20]=3[F:26])=[C:16]([C:27]([N:42]3[CH2:43][CH2:44][CH:39]([C:36]4[CH:35]=[CH:34][C:33]([F:32])=[CH:38][CH:37]=4)[CH2:40][CH2:41]3)=[O:28])[CH:15]=[N:14][C:13]=12)(=[O:8])=[O:7])([CH3:3])([CH3:2])[CH3:4], predict the reactants needed to synthesize it. The reactants are: [C:1]([NH:5][S:6]([C:9]1[CH:10]=[N:11][N:12]2[C:17]([NH:18][C:19]3[CH:24]=[C:23]([Cl:25])[CH:22]=[CH:21][C:20]=3[F:26])=[C:16]([C:27](OCC)=[O:28])[CH:15]=[N:14][C:13]=12)(=[O:8])=[O:7])([CH3:4])([CH3:3])[CH3:2].[F:32][C:33]1[CH:38]=[CH:37][C:36]([CH:39]2[CH2:44][CH2:43][NH:42][CH2:41][CH2:40]2)=[CH:35][CH:34]=1. (4) Given the product [O:1]1[C:6]2[CH:7]=[CH:8][CH:9]=[CH:10][C:5]=2[O:4][CH2:3][C@@H:2]1[C:11]([N:25]1[CH2:26][CH2:27][CH2:28][C@@H:23]([C:19]2[CH:20]=[CH:21][CH:22]=[C:17]([O:16][CH3:15])[CH:18]=2)[CH2:24]1)=[O:12], predict the reactants needed to synthesize it. The reactants are: [O:1]1[C:6]2[CH:7]=[CH:8][CH:9]=[CH:10][C:5]=2[O:4][CH2:3][C@@H:2]1[C:11](Cl)=[O:12].Cl.[CH3:15][O:16][C:17]1[CH:18]=[C:19]([CH:23]2[CH2:28][CH2:27][CH2:26][NH:25][CH2:24]2)[CH:20]=[CH:21][CH:22]=1.C(N(CC)CC)C. (5) Given the product [CH2:23]([C:25]1[CH:30]=[CH:29][C:28]([O:31][C:15]2[CH:14]=[C:13]([CH:18]=[C:17]([F:19])[CH:16]=2)[O:12][C:9]2[CH:10]=[CH:11][C:6]([CH2:5][CH2:4][C:3]([OH:2])=[O:22])=[C:7]([CH3:21])[CH:8]=2)=[C:27]([C:32]([CH3:33])([C:34]2[CH:39]=[CH:38][CH:37]=[CH:36][CH:35]=2)[CH3:40])[CH:26]=1)[CH3:24], predict the reactants needed to synthesize it. The reactants are: C[O:2][C:3](=[O:22])[CH2:4][CH2:5][C:6]1[CH:11]=[CH:10][C:9]([O:12][C:13]2[CH:18]=[C:17]([F:19])[CH:16]=[C:15](Br)[CH:14]=2)=[CH:8][C:7]=1[CH3:21].[CH2:23]([C:25]1[CH:30]=[CH:29][C:28]([OH:31])=[C:27]([C:32]([CH3:40])([C:34]2[CH:39]=[CH:38][CH:37]=[CH:36][CH:35]=2)[CH3:33])[CH:26]=1)[CH3:24]. (6) Given the product [OH:8][C:9]1[CH:36]=[CH:35][C:34]([CH:37]2[CH2:42][CH2:41][CH2:40][NH:39][CH2:38]2)=[CH:33][C:10]=1[C:11]([NH:13][C:14]1[CH:26]=[C:25]([C:27]2[CH:32]=[CH:31][CH:30]=[CH:29][CH:28]=2)[CH:24]=[CH:23][C:15]=1[C:16]([O:18][C:19]([CH3:22])([CH3:21])[CH3:20])=[O:17])=[O:12], predict the reactants needed to synthesize it. The reactants are: C([O:8][C:9]1[CH:36]=[CH:35][C:34]([C:37]2[CH:38]=[N:39][CH:40]=[CH:41][CH:42]=2)=[CH:33][C:10]=1[C:11]([NH:13][C:14]1[CH:26]=[C:25]([C:27]2[CH:32]=[CH:31][CH:30]=[CH:29][CH:28]=2)[CH:24]=[CH:23][C:15]=1[C:16]([O:18][C:19]([CH3:22])([CH3:21])[CH3:20])=[O:17])=[O:12])C1C=CC=CC=1.CO. (7) Given the product [CH2:1]([O:9][C:10]1[C:27]([O:28][CH3:29])=[CH:26][C:13]([C:14]([N:16]2[CH2:21][CH2:20][CH2:19][CH2:18][C@@H:17]2[CH:22]=[O:23])=[O:15])=[C:12]([N+:30]([O-:32])=[O:31])[CH:11]=1)[C:2]1[CH:3]=[CH:4][CH:5]=[CH:6][CH:7]=1, predict the reactants needed to synthesize it. The reactants are: [C:1]([O:9][C:10]1[C:27]([O:28][CH3:29])=[CH:26][C:13]([C:14]([N:16]2[CH2:21][CH2:20][CH2:19][CH2:18][C@@H:17]2[C:22](OC)=[O:23])=[O:15])=[C:12]([N+:30]([O-:32])=[O:31])[CH:11]=1)(=O)[C:2]1[CH:7]=[CH:6][CH:5]=[CH:4][CH:3]=1.CC(C[AlH]CC(C)C)C.